This data is from Forward reaction prediction with 1.9M reactions from USPTO patents (1976-2016). The task is: Predict the product of the given reaction. (1) The product is: [CH3:1][O:2][C:3](=[O:14])[C:4]1[CH:5]=[CH:6][C:7]([C:10]([NH:12][NH:13][C:50](=[O:51])[CH:48]([NH:47][C:44](=[O:46])[CH3:45])[CH3:49])=[O:11])=[CH:8][CH:9]=1. Given the reactants [CH3:1][O:2][C:3](=[O:14])[C:4]1[CH:9]=[CH:8][C:7]([C:10]([NH:12][NH2:13])=[O:11])=[CH:6][CH:5]=1.CCN=C=NCCCN(C)C.Cl.C1C=CC2N(O)N=NC=2C=1.C(N(CC)CC)C.[C:44]([NH:47][C@H:48]([C:50](O)=[O:51])[CH3:49])(=[O:46])[CH3:45], predict the reaction product. (2) The product is: [CH3:13][C:3]1[C:2]([C:17]2[CH:18]=[N:19][CH:20]=[CH:15][CH:16]=2)=[CH:7][N:6]2[C:8]([CH:11]=[O:12])=[CH:9][N:10]=[C:5]2[CH:4]=1. Given the reactants Br[C:2]1[C:3]([CH3:13])=[CH:4][C:5]2[N:6]([C:8]([CH:11]=[O:12])=[CH:9][N:10]=2)[CH:7]=1.Br[C:15]1[C:16](C)=[CH:17][C:18](N)=[N:19][CH:20]=1.C(#N)C, predict the reaction product.